Dataset: Forward reaction prediction with 1.9M reactions from USPTO patents (1976-2016). Task: Predict the product of the given reaction. Given the reactants Cl.[CH3:2]OCN.[CH3:6][O:7][C:8]1[CH:9]=[C:10]([CH:22]=[CH:23][C:24]=1[O:25][CH2:26][C:27]1[N:28]=[C:29]([C:33]2[CH:38]=[CH:37][CH:36]=[CH:35][CH:34]=2)[O:30][C:31]=1[CH3:32])[CH2:11][O:12][C:13]1[C:17]([C:18]([OH:20])=O)=[CH:16][N:15]([CH3:21])[N:14]=1.O.[OH:40][N:41]1[C:45]2C=CC=CC=2N=N1.Cl.C(N=C=NCCCN(C)C)C, predict the reaction product. The product is: [CH3:2][O:40][N:41]([CH3:45])[C:18]([C:17]1[C:13]([O:12][CH2:11][C:10]2[CH:22]=[CH:23][C:24]([O:25][CH2:26][C:27]3[N:28]=[C:29]([C:33]4[CH:34]=[CH:35][CH:36]=[CH:37][CH:38]=4)[O:30][C:31]=3[CH3:32])=[C:8]([O:7][CH3:6])[CH:9]=2)=[N:14][N:15]([CH3:21])[CH:16]=1)=[O:20].